From a dataset of Forward reaction prediction with 1.9M reactions from USPTO patents (1976-2016). Predict the product of the given reaction. (1) Given the reactants IC1C=[CH:9][CH:8]=[C:7]([CH3:11])[C:3]=1[C:4]([OH:6])=[O:5].C1C=CC(P(C2C=CC=CC=2)C2C=CC=CC=2)=CC=1.[CH2:42]([Sn]([CH2:42][CH2:43][CH2:44][CH3:45])([CH2:42][CH2:43][CH2:44][CH3:45])C=C)[CH2:43][CH2:44][CH3:45], predict the reaction product. The product is: [CH3:11][C:7]1[CH:8]=[CH:9][CH:42]=[C:43]([CH:44]=[CH2:45])[C:3]=1[C:4]([OH:6])=[O:5]. (2) Given the reactants [CH2:1]1[CH:9]2[CH:4]([CH2:5][CH:6]=[CH:7][CH2:8]2)[CH2:3][N:2]1[C:10]([O:12][C:13]([CH3:16])([CH3:15])[CH3:14])=[O:11].C[OH:18].[OH-].[Na+].OO, predict the reaction product. The product is: [OH:18][CH:7]1[CH2:6][CH2:5][CH:4]2[CH:9]([CH2:1][N:2]([C:10]([O:12][C:13]([CH3:16])([CH3:15])[CH3:14])=[O:11])[CH2:3]2)[CH2:8]1. (3) The product is: [NH2:34][CH2:33][CH:32]1[CH2:14][CH2:13][N:12]([C:6]2[C:5]([F:9])=[CH:4][N:3]=[C:2]([NH:17][C:18]3[CH:26]=[C:25]4[C:21]([CH:22]=[N:23][NH:24]4)=[CH:20][CH:19]=3)[N:7]=2)[CH2:15][CH2:16]1. Given the reactants Cl[C:2]1[N:7]=[C:6](Cl)[C:5]([F:9])=[CH:4][N:3]=1.C([N:12]([CH2:15][CH3:16])[CH2:13][CH3:14])C.[NH2:17][C:18]1[CH:26]=[C:25]2[C:21]([CH:22]=[N:23][NH:24]2)=[CH:20][CH:19]=1.C(O)CCC.[CH3:32][C:33]#[N:34], predict the reaction product. (4) The product is: [Cl:18][C:19]1[CH:24]=[CH:23][CH:22]=[CH:21][C:20]=1[CH2:25][CH2:26][C@@H:27]1[NH:28][CH2:29][CH2:30][N:17]([C:6]2[C:5]3[CH:4]=[C:3]([CH3:2])[S:12][C:11]=3[NH:10][C:9]3[CH:13]=[CH:14][CH:15]=[CH:16][C:8]=3[N:7]=2)[CH2:32]1. Given the reactants Cl.[CH3:2][C:3]1[S:12][C:11]2[NH:10][C:9]3[CH:13]=[CH:14][CH:15]=[CH:16][C:8]=3[N:7]=[C:6]([NH2:17])[C:5]=2[CH:4]=1.[Cl:18][C:19]1[CH:24]=[CH:23][CH:22]=[CH:21][C:20]=1[CH2:25][CH2:26][C@H:27]1[CH2:32]N[CH2:30][CH2:29][NH:28]1.C(N(CC)C(C)C)(C)C.CS(C)=O, predict the reaction product. (5) The product is: [CH:25]1([NH:30][CH2:22][C:17]2[CH:16]=[C:15]3[C:20]([CH:21]=[C:12]([C:10]4[N:11]=[C:7]([C:4]5[CH:5]=[CH:6][N:1]=[CH:2][CH:3]=5)[S:8][CH:9]=4)[C:13](=[O:24])[NH:14]3)=[CH:19][CH:18]=2)[CH2:29][CH2:28][CH2:27][CH2:26]1. Given the reactants [N:1]1[CH:6]=[CH:5][C:4]([C:7]2[S:8][CH:9]=[C:10]([C:12]3[C:13](=[O:24])[NH:14][C:15]4[C:20]([CH:21]=3)=[CH:19][CH:18]=[C:17]([CH:22]=O)[CH:16]=4)[N:11]=2)=[CH:3][CH:2]=1.[CH:25]1([NH2:30])[CH2:29][CH2:28][CH2:27][CH2:26]1, predict the reaction product.